From a dataset of Catalyst prediction with 721,799 reactions and 888 catalyst types from USPTO. Predict which catalyst facilitates the given reaction. (1) Reactant: [F:1][C:2]1[CH:15]=[CH:14][C:5]([O:6][C:7]2[CH:13]=[CH:12][C:10]([NH2:11])=[CH:9][CH:8]=2)=[CH:4][CH:3]=1.[C:16]([S-:18])#[N:17].[K+].BrBr. Product: [NH2:17][C:16]1[S:18][C:12]2[CH:13]=[C:7]([O:6][C:5]3[CH:14]=[CH:15][C:2]([F:1])=[CH:3][CH:4]=3)[CH:8]=[CH:9][C:10]=2[N:11]=1. The catalyst class is: 15. (2) Reactant: [F:1][C:2]1[CH:11]=[C:10]([C:12]2[N:17]=[N:16][C:15](S(C)=O)=[N:14][CH:13]=2)[CH:9]=[CH:8][C:3]=1[C:4]([O:6][CH3:7])=[O:5].O.[NH2:22][NH2:23]. Product: [F:1][C:2]1[CH:11]=[C:10]([C:12]2[N:17]=[N:16][C:15]([NH:22][NH2:23])=[N:14][CH:13]=2)[CH:9]=[CH:8][C:3]=1[C:4]([O:6][CH3:7])=[O:5]. The catalyst class is: 7. (3) Reactant: [H-].[Na+].[Br:3][C:4]1[CH:5]=[C:6]2[C:11](=[CH:12][CH:13]=1)[CH:10]=[C:9]([OH:14])[CH:8]=[CH:7]2.Br[CH2:16][CH2:17][O:18][CH3:19].[OH-:20].[Na+]. Product: [Br:3][C:4]1[CH:13]=[CH:12][C:11]2[C:6](=[CH:7][CH:8]=[C:9]([O:14][CH2:16][CH2:17][O:18][CH3:19])[CH:10]=2)[C:5]=1[OH:20]. The catalyst class is: 9.